This data is from Catalyst prediction with 721,799 reactions and 888 catalyst types from USPTO. The task is: Predict which catalyst facilitates the given reaction. (1) Reactant: [C:1]([C@H:5]1[CH2:10][CH2:9][C@H:8]([NH:11][C:12]2[N:13]=[CH:14][C:15]3[C:20]([CH:21]=2)=[CH:19][C:18]([C:22]([O:24][CH3:25])=[O:23])=[CH:17][CH:16]=3)[CH2:7][CH2:6]1)([CH3:4])([CH3:3])[CH3:2].C1C(=O)N([Cl:33])C(=O)C1. Product: [C:1]([C@H:5]1[CH2:10][CH2:9][C@H:8]([NH:11][C:12]2[N:13]=[CH:14][C:15]3[C:20]([C:21]=2[Cl:33])=[CH:19][C:18]([C:22]([O:24][CH3:25])=[O:23])=[CH:17][CH:16]=3)[CH2:7][CH2:6]1)([CH3:4])([CH3:2])[CH3:3]. The catalyst class is: 2. (2) Reactant: CS(Cl)(=O)=O.[Cl:6][C:7]1[C:8]([C:13]2[N:17]([CH2:18][C:19]([F:22])([F:21])[F:20])[N:16]=[CH:15][C:14]=2[C:23]([OH:25])=O)=[N:9][CH:10]=[CH:11][CH:12]=1.C(N(CC)CC)C.[NH2:33][C:34]1[C:42]([CH3:43])=[CH:41][C:40]([Cl:44])=[CH:39][C:35]=1[C:36](O)=[O:37].C([O-])([O-])=O.[K+].[K+]. Product: [Cl:44][C:40]1[CH:41]=[C:42]([CH3:43])[C:34]2[N:33]=[C:23]([C:14]3[CH:15]=[N:16][N:17]([CH2:18][C:19]([F:20])([F:21])[F:22])[C:13]=3[C:8]3[C:7]([Cl:6])=[CH:12][CH:11]=[CH:10][N:9]=3)[O:25][C:36](=[O:37])[C:35]=2[CH:39]=1. The catalyst class is: 10. (3) Reactant: [OH-].[Na+].[C:11](O[C:11]([O:13][C:14]([CH3:17])([CH3:16])[CH3:15])=[O:12])([O:13][C:14]([CH3:17])([CH3:16])[CH3:15])=[O:12].[Br:18][C:19]1[CH:27]=[CH:26][CH:25]=[C:24]2[C:20]=1[CH:21]=[CH:22][N:23]2[CH2:28][CH2:29][NH2:30].O. Product: [C:14]([O:13][C:11](=[O:12])[NH:30][CH2:29][CH2:28][N:23]1[C:24]2[C:20](=[C:19]([Br:18])[CH:27]=[CH:26][CH:25]=2)[CH:21]=[CH:22]1)([CH3:15])([CH3:16])[CH3:17]. The catalyst class is: 12. (4) Reactant: [F:1][C:2]1[CH:7]=[CH:6][C:5]([CH:8]([OH:13])[CH2:9][CH2:10][CH:11]=[CH2:12])=[CH:4][CH:3]=1.[Cr](Cl)([O-])(=O)=O. Product: [F:1][C:2]1[CH:3]=[CH:4][C:5]([C:8](=[O:13])[CH2:9][CH2:10][CH:11]=[CH2:12])=[CH:6][CH:7]=1. The catalyst class is: 4. (5) Reactant: CON(C)[C:4](=[O:9])[CH2:5][CH2:6][CH2:7][CH3:8].[CH2:11]([Mg]Cl)[C:12]1[CH:17]=[CH:16][CH:15]=[CH:14][CH:13]=1.Cl. Product: [C:12]1([CH2:11][C:4](=[O:9])[CH2:5][CH2:6][CH2:7][CH3:8])[CH:17]=[CH:16][CH:15]=[CH:14][CH:13]=1. The catalyst class is: 1. (6) Reactant: [C:1]([OH:11])(=O)[C@@H:2]([C:4]1[CH:9]=[CH:8][CH:7]=[CH:6][CH:5]=1)[OH:3].[CH:12]1[CH:13]=[CH:14][C:15]2N(O)N=[N:18][C:16]=2[CH:17]=1.CCN=C=NCCCN(C)C.C1(N)CCCCC1. Product: [CH:16]1([NH:18][C:1](=[O:11])[C@H:2]([OH:3])[C:4]2[CH:5]=[CH:6][CH:7]=[CH:8][CH:9]=2)[CH2:17][CH2:12][CH2:13][CH2:14][CH2:15]1. The catalyst class is: 18. (7) The catalyst class is: 24. Reactant: [CH2:1]([CH2:4][S:5]([OH:8])(=[O:7])=[O:6])[CH2:2][NH2:3].[CH3:9][N+:10]([CH3:13])([CH3:12])[CH3:11].[OH-].C[N+](C)(C)C.[C:20](OC(=O)C)(=[O:22])[CH3:21]. Product: [CH3:21][C:20]([NH:3][CH2:2][CH2:1][CH2:4][S:5]([OH:8])(=[O:7])=[O:6])=[O:22].[CH3:9][N+:10]([CH3:13])([CH3:12])[CH3:11]. (8) Reactant: O.[NH2:2][NH2:3].[F:4][C:5]([F:17])([F:16])[O:6][C:7]1[CH:15]=[CH:14][C:10]([C:11](Cl)=[O:12])=[CH:9][CH:8]=1. Product: [F:4][C:5]([F:17])([F:16])[O:6][C:7]1[CH:15]=[CH:14][C:10]([C:11]([NH:2][NH2:3])=[O:12])=[CH:9][CH:8]=1. The catalyst class is: 116.